From a dataset of Forward reaction prediction with 1.9M reactions from USPTO patents (1976-2016). Predict the product of the given reaction. (1) Given the reactants Cl[C:2]1[CH:7]=[C:6]([C:8]2[CH:13]=[CH:12][CH:11]=[C:10]([Cl:14])[C:9]=2[CH3:15])[N:5]=[C:4]([NH2:16])[N:3]=1.Cl.[CH3:18][C:19]1[NH:23][N:22]=[C:21]([CH2:24][CH2:25][NH2:26])[N:20]=1.C(N(CC)C(C)C)(C)C.CO, predict the reaction product. The product is: [Cl:14][C:10]1[C:9]([CH3:15])=[C:8]([C:6]2[N:5]=[C:4]([NH2:16])[N:3]=[C:2]([NH:26][CH2:25][CH2:24][C:21]3[N:20]=[C:19]([CH3:18])[NH:23][N:22]=3)[CH:7]=2)[CH:13]=[CH:12][CH:11]=1. (2) Given the reactants [Cl:1][C:2]1[CH:9]=[C:8]([C:10]2[C:11]([CH3:28])=[N:12][N:13]([CH2:16][C:17]3[CH:27]=[CH:26][C:20]4[C:21](=[O:25])[O:22][C:23](=O)[C:19]=4[CH:18]=3)[C:14]=2[CH3:15])[CH:7]=[CH:6][C:3]=1[C:4]#[N:5].[CH3:29][NH2:30].C1COCC1.C(OC(=O)C)(=O)C.[Cl-].[NH4+], predict the reaction product. The product is: [Cl:1][C:2]1[CH:9]=[C:8]([C:10]2[C:11]([CH3:28])=[N:12][N:13]([CH2:16][C:17]3[CH:18]=[C:19]4[C:20](=[CH:26][CH:27]=3)[C:21](=[O:25])[N:30]([CH3:29])[C:23]4=[O:22])[C:14]=2[CH3:15])[CH:7]=[CH:6][C:3]=1[C:4]#[N:5]. (3) Given the reactants [C:1]([O:5][C:6](=[O:14])[NH:7][C@H:8]([C:11](=O)[NH2:12])[CH2:9][CH3:10])([CH3:4])([CH3:3])[CH3:2].F[B-](F)(F)F.C([O+](CC)CC)C.[F:27][C:28]1[CH:29]=[C:30]([NH:35][C:36]2[CH:41]=[CH:40][CH:39]=[CH:38][CH:37]=2)[C:31](N)=[CH:32][CH:33]=1, predict the reaction product. The product is: [C:1]([O:5][C:6](=[O:14])[NH:7][C@H:8]([C:11]1[N:35]([C:36]2[CH:37]=[CH:38][CH:39]=[CH:40][CH:41]=2)[C:30]2[CH:29]=[C:28]([F:27])[CH:33]=[CH:32][C:31]=2[N:12]=1)[CH2:9][CH3:10])([CH3:4])([CH3:3])[CH3:2]. (4) Given the reactants [NH2:1][C:2]1[CH:3]=[C:4]([C:8]2[C:17]3[C:12](=[C:13]([C:18]4[CH:23]=[CH:22][CH:21]=[CH:20][CH:19]=4)[CH:14]=[CH:15][CH:16]=3)[C:11]([NH:24][CH2:25][C:26]3[CH:31]=[CH:30][CH:29]=[CH:28][CH:27]=3)=[N:10][N:9]=2)[CH:5]=[N:6][CH:7]=1.N1C=CC=CC=1.[CH3:38][S:39](Cl)(=[O:41])=[O:40], predict the reaction product. The product is: [CH2:25]([NH:24][C:11]1[C:12]2[C:17](=[CH:16][CH:15]=[CH:14][C:13]=2[C:18]2[CH:23]=[CH:22][CH:21]=[CH:20][CH:19]=2)[C:8]([C:4]2[CH:3]=[C:2]([NH:1][S:39]([CH3:38])(=[O:41])=[O:40])[CH:7]=[N:6][CH:5]=2)=[N:9][N:10]=1)[C:26]1[CH:31]=[CH:30][CH:29]=[CH:28][CH:27]=1. (5) Given the reactants C([Li])CCC.[C:6]([O:10][C:11]([N:13]1[CH2:26][CH2:25][C:16]2[NH:17][C:18]3[CH:19]=[CH:20][C:21]([CH3:24])=[CH:22][C:23]=3[C:15]=2[CH2:14]1)=[O:12])([CH3:9])([CH3:8])[CH3:7].C1(C2C=CC=CC=2)C=CC=CC=1P(C(C)(C)C)C(C)(C)C.Br[CH:49]=[CH:50][C:51]1[CH:52]=[CH:53][C:54]([CH3:57])=[N:55][CH:56]=1, predict the reaction product. The product is: [CH3:24][C:21]1[CH:20]=[CH:19][C:18]2[N:17]([CH:49]=[CH:50][C:51]3[CH:56]=[N:55][C:54]([CH3:57])=[CH:53][CH:52]=3)[C:16]3[CH2:25][CH2:26][N:13]([C:11]([O:10][C:6]([CH3:9])([CH3:7])[CH3:8])=[O:12])[CH2:14][C:15]=3[C:23]=2[CH:22]=1. (6) Given the reactants [Cl:1][C:2]1[CH:3]=[C:4]([CH:9]=[CH:10][CH:11]=1)[C:5]([NH:7][NH2:8])=[O:6].[CH:12]1([N:15]=[C:16]=[O:17])[CH2:14][CH2:13]1, predict the reaction product. The product is: [Cl:1][C:2]1[CH:3]=[C:4]([CH:9]=[CH:10][CH:11]=1)[C:5]([NH:7][NH:8][C:16]([NH:15][CH:12]1[CH2:14][CH2:13]1)=[O:17])=[O:6]. (7) Given the reactants [NH2:1][C:2]1[C:7]([CH:8]=O)=[CH:6][CH:5]=[CH:4][N:3]=1.[CH3:10][O:11][C:12]([O:16][CH3:17])(C)C=O.N1CCC[C@H:19]1[C:20](O)=O, predict the reaction product. The product is: [CH3:10][O:11][CH:12]([O:16][CH3:17])[C:4]1[CH:5]=[CH:6][C:7]2[C:2](=[N:1][CH:19]=[CH:20][CH:8]=2)[N:3]=1. (8) Given the reactants [CH3:1]C1C=CC(C(N)=O)=CC=1NC(N)=S.[CH:15]([O:18][C:19]1[CH:27]=[CH:26][C:22]([C:23]([NH2:25])=[O:24])=[CH:21][C:20]=1[N:28]=[C:29]=[S:30])(C)C, predict the reaction product. The product is: [N:28]([C:20]1[CH:21]=[C:22]2[C:26]([CH2:1][NH:25][C:23]2=[O:24])=[CH:27][C:19]=1[O:18][CH3:15])=[C:29]=[S:30]. (9) Given the reactants [Br:1][C:2]1[CH:11]=[CH:10][C:9]2[C:4](=[CH:5][CH:6]=[CH:7][CH:8]=2)[C:3]=1[OH:12].[OH-].[K+].[CH3:15]I, predict the reaction product. The product is: [Br:1][C:2]1[CH:11]=[CH:10][C:9]2[C:4](=[CH:5][CH:6]=[CH:7][CH:8]=2)[C:3]=1[O:12][CH3:15].